From a dataset of Full USPTO retrosynthesis dataset with 1.9M reactions from patents (1976-2016). Predict the reactants needed to synthesize the given product. (1) Given the product [CH3:14][N:15]([CH3:33])[C:16]([C:18]1[N:27]([CH:28]2[CH2:32][CH2:31][CH2:30][CH2:29]2)[C:21]2[N:22]=[C:23]([NH:13][C:10]3[CH:9]=[CH:8][C:7]([N:1]4[CH2:6][CH2:5][O:4][CH2:3][CH2:2]4)=[CH:12][N:11]=3)[N:24]=[CH:25][C:20]=2[CH:19]=1)=[O:17], predict the reactants needed to synthesize it. The reactants are: [N:1]1([C:7]2[CH:8]=[CH:9][C:10]([NH2:13])=[N:11][CH:12]=2)[CH2:6][CH2:5][O:4][CH2:3][CH2:2]1.[CH3:14][N:15]([CH3:33])[C:16]([C:18]1[N:27]([CH:28]2[CH2:32][CH2:31][CH2:30][CH2:29]2)[C:21]2[N:22]=[C:23](Cl)[N:24]=[CH:25][C:20]=2[CH:19]=1)=[O:17].C(=O)([O-])[O-].[Cs+].[Cs+].CCCCCCC. (2) Given the product [F:1][C:2]1[CH:7]=[CH:6][C:5]([C:8]2[CH:9]=[CH:10][C:11]3[N:12]([N:14]=[CH:15][C:16]=3[C:26]3[CH:25]=[C:24]([NH:23][C:19]4[S:18][CH:22]=[N:21][N:20]=4)[CH:29]=[CH:28][CH:27]=3)[CH:13]=2)=[CH:4][CH:3]=1, predict the reactants needed to synthesize it. The reactants are: [F:1][C:2]1[CH:7]=[CH:6][C:5]([C:8]2[CH:9]=[CH:10][C:11]3[N:12]([N:14]=[CH:15][C:16]=3I)[CH:13]=2)=[CH:4][CH:3]=1.[S:18]1[CH:22]=[N:21][N:20]=[C:19]1[NH:23][C:24]1[CH:25]=[C:26](B2OC(C)(C)C(C)(C)O2)[CH:27]=[CH:28][CH:29]=1. (3) Given the product [CH2:10]([O:9][C:7]([C:3]1[NH:4][CH:5]=[C:6]2[CH:26]([C:24]3[O:25][C:21]([S:20][C:18]4[NH:19][C:15]5[CH:14]=[C:13]([Cl:12])[C:29]([Cl:30])=[CH:28][C:16]=5[N:17]=4)=[CH:22][CH:23]=3)[C:32]3[C:33](=[O:37])[CH2:34][CH2:35][CH2:36][C:31]=3[NH:1][C:2]=12)=[O:8])[CH3:11], predict the reactants needed to synthesize it. The reactants are: [NH2:1][C:2]1[CH:6]=[CH:5][NH:4][C:3]=1[C:7]([O:9][CH2:10][CH3:11])=[O:8].[Cl:12][C:13]1[C:29]([Cl:30])=[CH:28][C:16]2[NH:17][C:18]([S:20][C:21]3[O:25][C:24]([CH:26]=O)=[CH:23][CH:22]=3)=[N:19][C:15]=2[CH:14]=1.[C:31]1(=O)[CH2:36][CH2:35][CH2:34][C:33](=[O:37])[CH2:32]1. (4) Given the product [CH3:32][O:31][N:30]([CH3:29])[C:16](=[O:18])[C:15]1[CH:19]=[CH:20][C:12]([C:8]2[CH:7]=[C:6]3[C:11](=[CH:10][CH:9]=2)[C:2](=[O:1])[N:3]([CH2:21][CH2:22][N:23]2[CH2:24][CH2:25][CH2:26][CH2:27]2)[CH2:4][CH2:5]3)=[CH:13][CH:14]=1, predict the reactants needed to synthesize it. The reactants are: [O:1]=[C:2]1[C:11]2[C:6](=[CH:7][C:8]([C:12]3[CH:20]=[CH:19][C:15]([C:16]([OH:18])=O)=[CH:14][CH:13]=3)=[CH:9][CH:10]=2)[CH2:5][CH2:4][N:3]1[CH2:21][CH2:22][N:23]1[CH2:27][CH2:26][CH2:25][CH2:24]1.Cl.[CH3:29][NH:30][O:31][CH3:32].C(N(CC)CC)C. (5) Given the product [Cl:1][C:2]1[CH:3]=[C:4]([CH:9]([N:27]2[CH2:28][CH2:29][NH:30][CH2:31][CH2:32]2)[CH2:10][O:11][CH2:12][C:13]2[C:22]3[C:17](=[CH:18][CH:19]=[CH:20][CH:21]=3)[CH:16]=[C:15]([C:23]#[N:24])[C:14]=2[O:25][CH3:26])[CH:5]=[CH:6][C:7]=1[F:8], predict the reactants needed to synthesize it. The reactants are: [Cl:1][C:2]1[CH:3]=[C:4]([CH:9]([N:27]2[CH2:32][CH2:31][N:30](C(OC(C)(C)C)=O)[CH2:29][CH2:28]2)[CH2:10][O:11][CH2:12][C:13]2[C:22]3[C:17](=[CH:18][CH:19]=[CH:20][CH:21]=3)[CH:16]=[C:15]([C:23]#[N:24])[C:14]=2[O:25][CH3:26])[CH:5]=[CH:6][C:7]=1[F:8].C(O)(C(F)(F)F)=O. (6) Given the product [OH:15][CH:12]([CH2:13][OH:14])[CH2:11][N:1]1[CH:5]=[CH:4][N:3]=[CH:2]1, predict the reactants needed to synthesize it. The reactants are: [NH:1]1[CH:5]=[CH:4][N:3]=[CH:2]1.[OH-].[K+].[I-].[K+].Cl[CH2:11][CH:12]([OH:15])[CH2:13][OH:14].